This data is from Forward reaction prediction with 1.9M reactions from USPTO patents (1976-2016). The task is: Predict the product of the given reaction. (1) Given the reactants [OH:1][C:2]1[CH:11]=[C:10]2[C:5]([C:6]([CH3:13])=[CH:7][C:8](=[O:12])[O:9]2)=[CH:4][CH:3]=1, predict the reaction product. The product is: [OH:1][C:2]1[CH:11]=[C:10]2[C:5]([CH:6]([CH3:13])[CH2:7][C:8](=[O:12])[O:9]2)=[CH:4][CH:3]=1. (2) The product is: [CH2:19]([NH:18][C:16](=[O:17])[NH:15][C:13]1[S:14][C:10]2[C:9]([C:22]3[CH:27]=[CH:26][CH:25]=[CH:24][N:23]=3)=[CH:8][C:7]([C:38]3[CH:39]=[N:40][C:34]4[NH:33][C:32](=[O:50])[C:31]([CH3:30])([C:51]([O:53][CH2:54][CH3:55])=[O:52])[O:36][C:35]=4[CH:37]=3)=[CH:21][C:11]=2[N:12]=1)[CH3:20]. Given the reactants FC(F)(F)S(O[C:7]1[CH:8]=[C:9]([C:22]2[CH:27]=[CH:26][CH:25]=[CH:24][N:23]=2)[C:10]2[S:14][C:13]([NH:15][C:16]([NH:18][CH2:19][CH3:20])=[O:17])=[N:12][C:11]=2[CH:21]=1)(=O)=O.[CH3:30][C:31]1([C:51]([O:53][CH2:54][CH3:55])=[O:52])[O:36][C:35]2[CH:37]=[C:38](B3OC(C)(C)C(C)(C)O3)[CH:39]=[N:40][C:34]=2[NH:33][C:32]1=[O:50].ClC1N2N=C(N)N=C2C=C(Cl)C=1.P([O-])([O-])([O-])=O.[K+].[K+].[K+], predict the reaction product.